From a dataset of Catalyst prediction with 721,799 reactions and 888 catalyst types from USPTO. Predict which catalyst facilitates the given reaction. (1) Reactant: [OH:1][C:2]1[C:3]([C:12]([C:14]2[CH:19]=[CH:18][CH:17]=[CH:16][CH:15]=2)=[O:13])=[CH:4][C:5]2[C:10]([CH:11]=1)=[CH:9][CH:8]=[CH:7][CH:6]=2.[CH3:20][O:21][C:22](=[O:42])[CH2:23][CH2:24][C:25]1[CH:30]=[CH:29][C:28]([O:31][CH2:32][CH2:33][C@H:34](OS(C)(=O)=O)[CH3:35])=[CH:27][C:26]=1[CH3:41].C(=O)([O-])[O-].[Cs+].[Cs+]. Product: [CH3:20][O:21][C:22](=[O:42])[CH2:23][CH2:24][C:25]1[CH:30]=[CH:29][C:28]([O:31][CH2:32][CH2:33][C@H:34]([O:1][C:2]2[C:3]([C:12](=[O:13])[C:14]3[CH:19]=[CH:18][CH:17]=[CH:16][CH:15]=3)=[CH:4][C:5]3[C:10](=[CH:9][CH:8]=[CH:7][CH:6]=3)[CH:11]=2)[CH3:35])=[CH:27][C:26]=1[CH3:41]. The catalyst class is: 3. (2) Reactant: [NH2:1][C:2]1[C:3]([NH:19][C:20]([C:22]2[O:26][N:25]=[C:24]([C:27]([CH3:30])([CH3:29])[CH3:28])[CH:23]=2)=O)=[N:4][C:5]([C:9]2[CH:14]=[CH:13][CH:12]=[CH:11][C:10]=2[C:15]([F:18])([F:17])[F:16])=[CH:6][C:7]=1[Cl:8].C12(CS(O)(=O)=O)C(C)(C)C(CC1)CC2=O. Product: [C:27]([C:24]1[CH:23]=[C:22]([C:20]2[NH:1][C:2]3[C:3]([N:19]=2)=[N:4][C:5]([C:9]2[CH:14]=[CH:13][CH:12]=[CH:11][C:10]=2[C:15]([F:18])([F:17])[F:16])=[CH:6][C:7]=3[Cl:8])[O:26][N:25]=1)([CH3:30])([CH3:29])[CH3:28]. The catalyst class is: 225.